Dataset: Catalyst prediction with 721,799 reactions and 888 catalyst types from USPTO. Task: Predict which catalyst facilitates the given reaction. Reactant: [N:1]1[C:10]2[C:5](=[CH:6][C:7](/[CH:11]=[C:12]3/[CH:13]=[N:14][CH:15]([NH:17][C:18]4[C:23]([Cl:24])=[CH:22][C:21]([Cl:25])=[CH:20][C:19]=4[Cl:26])[S:16]/3)=[CH:8][CH:9]=2)[N:4]=[CH:3][CH:2]=1.[Na].N1C2C(=CC(C=[O:39])=CC=2)N=CC=1.N1CCCCC1.Cl. Product: [N:1]1[C:10]2[C:5](=[CH:6][C:7](/[CH:11]=[C:12]3/[C:13](=[O:39])[N:14]=[C:15]([NH:17][C:18]4[C:19]([Cl:26])=[CH:20][C:21]([Cl:25])=[CH:22][C:23]=4[Cl:24])[S:16]/3)=[CH:8][CH:9]=2)[N:4]=[CH:3][CH:2]=1. The catalyst class is: 8.